This data is from Full USPTO retrosynthesis dataset with 1.9M reactions from patents (1976-2016). The task is: Predict the reactants needed to synthesize the given product. (1) Given the product [CH3:1][O:2][C:3]([C:5]1[CH:14]=[CH:13][C:8]2[N:9]=[C:10]([NH:26][C@H:22]([C:23](=[O:25])[NH:39][CH2:38][CH2:37][NH:36][C:33]3[CH:34]=[CH:35][C:30]([F:29])=[CH:31][CH:32]=3)[CH2:21][CH:18]3[CH2:17][CH2:16][CH2:15][CH2:20][CH2:19]3)[O:11][C:7]=2[CH:6]=1)=[O:4], predict the reactants needed to synthesize it. The reactants are: [CH3:1][O:2][C:3]([C:5]1[CH:14]=[CH:13][C:8]2[N:9]=[C:10](Cl)[O:11][C:7]=2[CH:6]=1)=[O:4].[CH2:15]1[CH2:20][CH2:19][CH:18]([CH2:21][C@H:22]([NH2:26])[C:23]([OH:25])=O)[CH2:17][CH2:16]1.Cl.Cl.[F:29][C:30]1[CH:35]=[CH:34][C:33]([NH:36][CH2:37][CH2:38][NH2:39])=[CH:32][CH:31]=1. (2) Given the product [CH2:17]([O:8][C:5]1[CH:6]=[CH:7][C:2]([Br:1])=[CH:3][CH:4]=1)[CH:16]=[CH2:15], predict the reactants needed to synthesize it. The reactants are: [Br:1][C:2]1[CH:7]=[CH:6][C:5]([OH:8])=[CH:4][CH:3]=1.C(=O)([O-])[O-].[K+].[K+].[CH2:15](Br)[CH:16]=[CH2:17].O. (3) Given the product [C:1]([S:4][C@@H:5]1[CH2:22][CH2:21][C@@:20]2([CH3:23])[CH:7]([C:8](=[CH2:26])[CH2:9][C@@H:10]3[C@@H:19]2[CH2:18][CH2:17][C@@:15]2([CH3:16])[C@H:11]3[CH2:12][CH2:13][C:14]2=[O:24])[CH2:6]1)(=[O:3])[CH3:2].[SH:4][C@@H:5]1[CH2:22][CH2:21][C@@:20]2([CH3:23])[CH:7]([C:8](=[CH2:26])[CH2:9][C@@H:10]3[C@@H:19]2[CH2:18][CH2:17][C@@:15]2([CH3:16])[C@H:11]3[CH2:12][CH2:13][C:14]2=[O:24])[CH2:6]1, predict the reactants needed to synthesize it. The reactants are: [C:1]([S:4][C@@H:5]1[CH2:22][CH2:21][C@@:20]2([CH3:23])[CH:7]([C:8](=O)[CH2:9][C@@H:10]3[C@@H:19]2[CH2:18][CH2:17][C@@:15]2([CH3:16])[C@H:11]3[CH2:12][CH2:13][C:14]2=[O:24])[CH2:6]1)(=[O:3])[CH3:2].[CH2:26]1COCC1. (4) The reactants are: [CH3:1][O:2][C:3](=[O:39])[CH2:4][C@H:5]([C:14]1[CH:19]=[CH:18][C:17]([C:20]2[C:28]3[C:27]([NH2:29])=[N:26][CH:25]=[N:24][C:23]=3[N:22]([S:30]([C:33]3[CH:38]=[CH:37][CH:36]=[CH:35][CH:34]=3)(=[O:32])=[O:31])[CH:21]=2)=[CH:16][CH:15]=1)[NH:6]C(OC(C)(C)C)=O.Cl. Given the product [NH2:6][C@@H:5]([C:14]1[CH:19]=[CH:18][C:17]([C:20]2[C:28]3[C:27]([NH2:29])=[N:26][CH:25]=[N:24][C:23]=3[N:22]([S:30]([C:33]3[CH:34]=[CH:35][CH:36]=[CH:37][CH:38]=3)(=[O:31])=[O:32])[CH:21]=2)=[CH:16][CH:15]=1)[CH2:4][C:3]([O:2][CH3:1])=[O:39], predict the reactants needed to synthesize it. (5) Given the product [CH:19]([O:22][C:23]1[CH:24]=[CH:25][N:26]=[C:27]2[C:32]=1[N:31]=[C:30]([CH:33]=[C:10]1[S:9][C:8]([NH:7][CH2:6][C:2]3[S:1][CH:5]=[CH:4][CH:3]=3)=[N:12][C:11]1=[O:13])[CH:29]=[CH:28]2)([CH3:21])[CH3:20], predict the reactants needed to synthesize it. The reactants are: [S:1]1[CH:5]=[CH:4][CH:3]=[C:2]1[CH2:6][NH:7][C:8]1[S:9][CH2:10][C:11](=[O:13])[N:12]=1.C(O[Na])(C)=O.[CH:19]([O:22][C:23]1[CH:24]=[CH:25][N:26]=[C:27]2[C:32]=1[N:31]=[C:30]([CH:33]=O)[CH:29]=[CH:28]2)([CH3:21])[CH3:20]. (6) Given the product [C:7]([C:6]1[CH:9]=[CH:10][C:3]([CH:2]([NH:1][CH:28]2[CH2:33][CH2:32][N:31]([C:34]([O:36][C:37]([CH3:40])([CH3:39])[CH3:38])=[O:35])[CH2:30][CH2:29]2)[C:21]2[N:25]([CH3:26])[CH:24]=[N:23][CH:22]=2)=[CH:4][C:5]=1[C:11]1[C:20]2[C:15](=[CH:16][CH:17]=[CH:18][CH:19]=2)[CH:14]=[CH:13][CH:12]=1)#[N:8], predict the reactants needed to synthesize it. The reactants are: [NH2:1][CH:2]([C:21]1[N:25]([CH3:26])[CH:24]=[N:23][CH:22]=1)[C:3]1[CH:10]=[CH:9][C:6]([C:7]#[N:8])=[C:5]([C:11]2[C:20]3[C:15](=[CH:16][CH:17]=[CH:18][CH:19]=3)[CH:14]=[CH:13][CH:12]=2)[CH:4]=1.O=[C:28]1[CH2:33][CH2:32][N:31]([C:34]([O:36][C:37]([CH3:40])([CH3:39])[CH3:38])=[O:35])[CH2:30][CH2:29]1.C(O)(=O)C.C(O[BH-](OC(=O)C)OC(=O)C)(=O)C.[Na+]. (7) Given the product [CH3:3][CH:2]([C:4]1[N:8]([CH2:9][CH2:10][C@@H:11]([OH:19])[CH2:12][C@@H:13]([OH:18])[CH2:14][C:15]([OH:17])=[O:16])[C:7]([C:20]2[CH:25]=[CH:24][C:23]([F:26])=[CH:22][CH:21]=2)=[C:6]([C:27]2[CH:32]=[CH:31][CH:30]=[CH:29][CH:28]=2)[C:5]=1[C:33]([NH:35][C:36]1[CH:41]=[CH:40][CH:39]=[CH:38][CH:37]=1)=[O:34])[CH3:1], predict the reactants needed to synthesize it. The reactants are: [CH3:1][CH:2]([C:4]1[N:8]([CH2:9][CH2:10][C@@H:11]([OH:19])[CH2:12][C@@H:13]([OH:18])[CH2:14][C:15]([O-:17])=[O:16])[C:7]([C:20]2[CH:21]=[CH:22][C:23]([F:26])=[CH:24][CH:25]=2)=[C:6]([C:27]2[CH:28]=[CH:29][CH:30]=[CH:31][CH:32]=2)[C:5]=1[C:33]([NH:35][C:36]1[CH:37]=[CH:38][CH:39]=[CH:40][CH:41]=1)=[O:34])[CH3:3].[CH3:3][CH:2]([C:4]1[N:8]([CH2:9][CH2:10][C@@H:11]([OH:19])[CH2:12][C@@H:13]([OH:18])[CH2:14][C:15]([O-:17])=[O:16])[C:7]([C:20]2[CH:25]=[CH:24][C:23]([F:26])=[CH:22][CH:21]=2)=[C:6]([C:27]2[CH:32]=[CH:31][CH:30]=[CH:29][CH:28]=2)[C:5]=1[C:33]([NH:35][C:36]1[CH:41]=[CH:40][CH:39]=[CH:38][CH:37]=1)=[O:34])[CH3:1].[Ca+2].O.Cl.